From a dataset of Full USPTO retrosynthesis dataset with 1.9M reactions from patents (1976-2016). Predict the reactants needed to synthesize the given product. (1) The reactants are: [CH3:1][O:2][C:3]1[C:12]2[CH2:11][CH2:10][C@H:9]3[C@H:13]([CH3:18])[C:14](=[O:17])[CH2:15][CH2:16][C@:8]3([C:19]3[CH:24]=[CH:23][CH:22]=[CH:21][CH:20]=3)[C:7]=2[N:6]=[C:5]([C:25]2[CH:30]=[CH:29][CH:28]=[CH:27][C:26]=2[O:31][CH3:32])[N:4]=1.[CH:33](OCC)=[O:34].C[O-].[Na+].CO. Given the product [OH:34]/[CH:33]=[C:15]1/[CH2:16][C@:8]2([C:19]3[CH:24]=[CH:23][CH:22]=[CH:21][CH:20]=3)[C:7]3[N:6]=[C:5]([C:25]4[CH:30]=[CH:29][CH:28]=[CH:27][C:26]=4[O:31][CH3:32])[N:4]=[C:3]([O:2][CH3:1])[C:12]=3[CH2:11][CH2:10][C@H:9]2[C@H:13]([CH3:18])[C:14]/1=[O:17], predict the reactants needed to synthesize it. (2) Given the product [CH:1]1([N:7]2[C:8]([OH:28])=[C:9]([C:24]([NH:32][CH:29]([CH3:31])[CH3:30])=[O:25])[C:10]([OH:23])=[C:11]([C:14]([NH:16][CH2:17][C:18]([OH:20])=[O:19])=[O:15])[C:12]2=[O:13])[CH2:6][CH2:5][CH2:4][CH2:3][CH2:2]1, predict the reactants needed to synthesize it. The reactants are: [CH:1]1([N:7]2[C:12](=[O:13])[C:11]([C:14]([NH:16][CH2:17][C:18]([O:20]CC)=[O:19])=[O:15])=[C:10]([OH:23])[C:9]([C:24](OC)=[O:25])=[C:8]2[OH:28])[CH2:6][CH2:5][CH2:4][CH2:3][CH2:2]1.[CH:29]([NH2:32])([CH3:31])[CH3:30]. (3) Given the product [NH2:4][C:3]([NH:1][NH:2][C:7](=[O:14])[CH2:8][C:9]([O:11][CH2:12][CH3:13])=[O:10])=[S:5], predict the reactants needed to synthesize it. The reactants are: [NH:1]([C:3](=[S:5])[NH2:4])[NH2:2].Cl[C:7](=[O:14])[CH2:8][C:9]([O:11][CH2:12][CH3:13])=[O:10]. (4) Given the product [CH2:39]1[C:40]2[C:45](=[CH:44][CH:43]=[CH:42][CH:41]=2)[CH2:46][CH:38]1[NH:37][C:34]1[N:35]=[CH:36][C:31]2[CH2:30][N:29]([C:27](=[O:28])[CH2:26][N:18]([CH2:14][CH2:15][C:16]3[N:56]=[N:57][NH:58][CH:17]=3)[C:19](=[O:25])[O:20][C:21]([CH3:24])([CH3:23])[CH3:22])[CH2:48][CH2:47][C:32]=2[N:33]=1, predict the reactants needed to synthesize it. The reactants are: [Na].O=C1O[C@H]([C@H](CO)O)C(O)=C1O.[CH2:14]([N:18]([CH2:26][C:27]([N:29]1[CH2:48][CH2:47][C:32]2[N:33]=[C:34]([NH:37][CH:38]3[CH2:46][C:45]4[C:40](=[CH:41][CH:42]=[CH:43][CH:44]=4)[CH2:39]3)[N:35]=[CH:36][C:31]=2[CH2:30]1)=[O:28])[C:19](=[O:25])[O:20][C:21]([CH3:24])([CH3:23])[CH3:22])[CH2:15][C:16]#[CH:17].C1(C)C=CC=CC=1.[N:56]([Si](C)(C)C)=[N+:57]=[N-:58]. (5) The reactants are: C1C[O:17][C:3]([CH2:8][CH2:9][CH2:10][CH2:11][CH2:12][CH2:13][CH2:14][CH2:15][CH3:16])([CH2:4][C:5]([OH:7])=O)O1.Cl.[NH2:20][C@@H:21]1[CH2:25][CH2:24][CH2:23][C@H:22]1[OH:26].C(Cl)CCl.CCN(C(C)C)C(C)C. Given the product [OH:26][C@@H:22]1[CH2:23][CH2:24][CH2:25][C@H:21]1[NH:20][C:5](=[O:7])[CH2:4][C:3](=[O:17])[CH2:8][CH2:9][CH2:10][CH2:11][CH2:12][CH2:13][CH2:14][CH2:15][CH3:16], predict the reactants needed to synthesize it.